From a dataset of Experimentally validated miRNA-target interactions with 360,000+ pairs, plus equal number of negative samples. Binary Classification. Given a miRNA mature sequence and a target amino acid sequence, predict their likelihood of interaction. The miRNA is mmu-miR-340-5p with sequence UUAUAAAGCAAUGAGACUGAUU. The protein sequence of the target gene is MAEGGAADLDTQRSDIATLLKTSLRKGDTWYLVDSRWFKQWKKYVGFDSWDKYQMGDQNVYPGPIDNSGLLKDGDAQSLKEHLIDELDYILLPTEGWNKLVSWYTLMEGQEPIARKVVEQGMFVKHCKVEVYLTELKLCENGNMNNVVTRRFSKADTIDTIEKEIRKIFNIPDEKEARLWNKYMSNTFEPLNKPDSTIQDAGLYQGQVLVIEQKNEDGTWPRGPSTPKSPGASNFSTLPKISPSSLSNNYNNINNRNVKNSNYCLPSYTAYKNYDYSEPGRNNEQPGLCGLSNLGNTCFM.... Result: 0 (no interaction).